The task is: Predict the reactants needed to synthesize the given product.. This data is from Full USPTO retrosynthesis dataset with 1.9M reactions from patents (1976-2016). (1) The reactants are: FC(F)(F)C1C=CC(CBr)=CC=1.Br[CH2:14][CH:15]1[CH2:17][CH2:16]1.[CH3:18][C:19]1[N:20]=[C:21]([N:29]2[CH2:34][CH2:33][CH2:32][NH:31][C:30]2=[O:35])[S:22][C:23]=1[C:24]([O:26][CH2:27][CH3:28])=[O:25]. Given the product [CH:17]1([CH2:16][N:31]2[CH2:32][CH2:33][CH2:34][N:29]([C:21]3[S:22][C:23]([C:24]([O:26][CH2:27][CH3:28])=[O:25])=[C:19]([CH3:18])[N:20]=3)[C:30]2=[O:35])[CH2:15][CH2:14]1, predict the reactants needed to synthesize it. (2) Given the product [O:19]1[CH:18]([CH2:9][CH2:10][CH2:11][CH2:12][CH2:13][CH2:8][CH:6]=[CH2:7])[CH2:17]1, predict the reactants needed to synthesize it. The reactants are: [Na].C=CC=C.[CH:6]([C:8]1[CH:13]=[CH:12][CH:11]=[CH:10][CH:9]=1)=[CH2:7].O1[C:18](=[O:19])[CH:17]=CC1=O.CC(C)=C.C(OCC1CO1)C(OCC1CO1)COCC1CO1. (3) The reactants are: [CH2:1]([N:3]([CH2:16][CH3:17])[C:4]1[N:9]=C(C#N)[CH:7]=[C:6]([C:12]([F:15])([F:14])[F:13])[CH:5]=1)[CH3:2].Cl.[O:19]1[CH2:24][CH2:23]OCC1.[OH-:25].[Na+]. Given the product [CH2:1]([N:3]([CH2:16][CH3:17])[C:4]1[N:9]=[C:23]([C:24]([OH:19])=[O:25])[CH:7]=[C:6]([C:12]([F:15])([F:14])[F:13])[CH:5]=1)[CH3:2], predict the reactants needed to synthesize it. (4) Given the product [Cl:1][C:2]1[CH:3]=[CH:4][C:5]([C:8]2[C:14]3[CH:15]=[C:16]([C:19]4[CH:24]=[CH:23][CH:22]=[C:21]([CH2:25][N:37]5[CH2:41][CH2:40][CH2:39][CH2:38]5)[CH:20]=4)[CH:17]=[CH:18][C:13]=3[N:12]3[C:27]([CH3:30])=[N:28][N:29]=[C:11]3[C@H:10]([CH2:31][C:32]([NH:34][CH2:35][CH3:36])=[O:33])[N:9]=2)=[CH:6][CH:7]=1, predict the reactants needed to synthesize it. The reactants are: [Cl:1][C:2]1[CH:7]=[CH:6][C:5]([C:8]2[C:14]3[CH:15]=[C:16]([C:19]4[CH:24]=[CH:23][CH:22]=[C:21]([CH:25]=O)[CH:20]=4)[CH:17]=[CH:18][C:13]=3[N:12]3[C:27]([CH3:30])=[N:28][N:29]=[C:11]3[C@H:10]([CH2:31][C:32]([NH:34][CH2:35][CH3:36])=[O:33])[N:9]=2)=[CH:4][CH:3]=1.[NH:37]1[CH2:41][CH2:40][CH2:39][CH2:38]1.C(O[BH-](OC(=O)C)OC(=O)C)(=O)C.[Na+].C(=O)([O-])O.[Na+]. (5) Given the product [NH2:1][C:2]1[CH:9]=[CH:8][C:5]([CH:6]=[C:14]([S:11]([CH3:10])(=[O:13])=[O:12])[C:15]#[N:16])=[CH:4][CH:3]=1, predict the reactants needed to synthesize it. The reactants are: [NH2:1][C:2]1[CH:9]=[CH:8][C:5]([CH:6]=O)=[CH:4][CH:3]=1.[CH3:10][S:11]([CH2:14][C:15]#[N:16])(=[O:13])=[O:12].C(NCC)C.C(O)(=O)C. (6) Given the product [NH:1]1[CH:15]=[C:14]([CH2:13][CH2:12][C:11]([OH:17])=[O:16])[N:3]=[N:2]1, predict the reactants needed to synthesize it. The reactants are: [N:1](CC1C=CC=CC=1)=[N+:2]=[N-:3].[C:11]([OH:17])(=[O:16])[CH2:12][CH2:13][C:14]#[CH:15]. (7) The reactants are: Br[C:2]1[CH:10]=[CH:9][C:8]([O:11][CH3:12])=[CH:7][C:3]=1[C:4]([OH:6])=[O:5].BrC1C=CC=CC=1C(O)=O.[SH:23][C:24]1[CH:32]=[CH:31][CH:30]=[CH:29][C:25]=1[C:26]([OH:28])=[O:27]. Given the product [C:26]([C:25]1[CH:29]=[CH:30][CH:31]=[CH:32][C:24]=1[S:23][C:2]1[CH:10]=[CH:9][C:8]([O:11][CH3:12])=[CH:7][C:3]=1[C:4]([OH:6])=[O:5])([OH:28])=[O:27], predict the reactants needed to synthesize it.